The task is: Regression. Given two drug SMILES strings and cell line genomic features, predict the synergy score measuring deviation from expected non-interaction effect.. This data is from Merck oncology drug combination screen with 23,052 pairs across 39 cell lines. (1) Drug 1: CS(=O)(=O)CCNCc1ccc(-c2ccc3ncnc(Nc4ccc(OCc5cccc(F)c5)c(Cl)c4)c3c2)o1. Drug 2: COC1=C2CC(C)CC(OC)C(O)C(C)C=C(C)C(OC(N)=O)C(OC)C=CC=C(C)C(=O)NC(=CC1=O)C2=O. Cell line: SW620. Synergy scores: synergy=-5.02. (2) Cell line: OVCAR3. Drug 1: CN(C)C(=N)N=C(N)N. Drug 2: CC1(c2nc3c(C(N)=O)cccc3[nH]2)CCCN1. Synergy scores: synergy=6.42.